Task: Predict the product of the given reaction.. Dataset: Forward reaction prediction with 1.9M reactions from USPTO patents (1976-2016) (1) Given the reactants [CH:1]1([C:4]2[O:8][N:7]=[C:6]([C:9]3[CH:14]=[CH:13][CH:12]=[CH:11][C:10]=3[O:15][C:16]([F:19])([F:18])[F:17])[C:5]=2[CH2:20]O)[CH2:3][CH2:2]1.C1(P(C2C=CC=CC=2)C2C=CC=CC=2)C=CC=CC=1.C(Br)(Br)(Br)[Br:42], predict the reaction product. The product is: [Br:42][CH2:20][C:5]1[C:6]([C:9]2[CH:14]=[CH:13][CH:12]=[CH:11][C:10]=2[O:15][C:16]([F:19])([F:18])[F:17])=[N:7][O:8][C:4]=1[CH:1]1[CH2:3][CH2:2]1. (2) Given the reactants CSC.B(F)(F)F.[CH2:8]([O:10][C:11]([C:13]1[S:17][C:16]([N:18]2[C:22]3[CH:23]=[C:24]([O:29]C)[C:25]([O:27]C)=[CH:26][C:21]=3[N:20]=[CH:19]2)=[N:15][C:14]=1[C:31]1[CH:36]=[CH:35][CH:34]=[CH:33][CH:32]=1)=[O:12])[CH3:9], predict the reaction product. The product is: [CH2:8]([O:10][C:11]([C:13]1[S:17][C:16]([N:18]2[C:22]3[CH:23]=[C:24]([OH:29])[C:25]([OH:27])=[CH:26][C:21]=3[N:20]=[CH:19]2)=[N:15][C:14]=1[C:31]1[CH:36]=[CH:35][CH:34]=[CH:33][CH:32]=1)=[O:12])[CH3:9].